From a dataset of Forward reaction prediction with 1.9M reactions from USPTO patents (1976-2016). Predict the product of the given reaction. (1) Given the reactants [CH3:1][N:2]([CH2:18][C:19]1[CH:24]=[CH:23][CH:22]=[C:21]([C:25](=[O:59])[NH:26][C:27]2[CH:32]=[CH:31][C:30]([N:33]3[CH2:38][CH2:37][CH2:36][CH2:35][CH2:34]3)=[CH:29][C:28]=2[C:39]2[CH:44]=[C:43]([C:45](=[O:58])[NH:46][CH2:47][C:48]3[CH:53]=[CH:52][CH:51]=[C:50]([C:54]([F:57])([F:56])[F:55])[CH:49]=3)[CH:42]=[CH:41][N:40]=2)[CH:20]=1)[CH2:3][CH2:4][N:5]1[CH2:10][CH2:9][N:8]([C:11](OC(C)(C)C)=O)[CH2:7][CH2:6]1.ClCCl.C(O)(C(F)(F)F)=O.FC(F)(F)C1C=C(C=CC=1)CNC(=O)C1C=CN=C(C2C=C(N3CCCCC3)C=CC=2NC(=O)C2C=CC=C(CN(C)CCN3CCNCC3)C=2)C=1.C([BH3-])#N.[Na+], predict the reaction product. The product is: [CH3:1][N:2]([CH2:18][C:19]1[CH:20]=[C:21]([CH:22]=[CH:23][CH:24]=1)[C:25]([NH:26][C:27]1[CH:32]=[CH:31][C:30]([N:33]2[CH2:34][CH2:35][CH2:36][CH2:37][CH2:38]2)=[CH:29][C:28]=1[C:39]1[CH:44]=[C:43]([CH:42]=[CH:41][N:40]=1)[C:45]([NH:46][CH2:47][C:48]1[CH:53]=[CH:52][CH:51]=[C:50]([C:54]([F:55])([F:57])[F:56])[CH:49]=1)=[O:58])=[O:59])[CH2:3][CH2:4][N:5]1[CH2:6][CH2:7][N:8]([CH3:11])[CH2:9][CH2:10]1. (2) Given the reactants Cl[C:2]1[CH:7]=[C:6]([NH:8][C:9]2[CH:14]=[N:13][CH:12]=[CH:11][N:10]=2)[N:5]=[C:4]([NH:15][C@H:16]([C:18]2[CH:23]=[CH:22][C:21]([F:24])=[CH:20][CH:19]=2)[CH3:17])[CH:3]=1.[C:25]([C:28]1[CH:33]=[CH:32][C:31](B(O)O)=[CH:30][CH:29]=1)(=[O:27])[NH2:26].C(=O)([O-])[O-].[Cs+].[Cs+].C1(P(C2CCCCC2)C2C=CC=CC=2C2C(OC)=CC=CC=2OC)CCCCC1, predict the reaction product. The product is: [F:24][C:21]1[CH:22]=[CH:23][C:18]([C@@H:16]([NH:15][C:4]2[CH:3]=[C:2]([C:31]3[CH:32]=[CH:33][C:28]([C:25]([NH2:26])=[O:27])=[CH:29][CH:30]=3)[CH:7]=[C:6]([NH:8][C:9]3[CH:14]=[N:13][CH:12]=[CH:11][N:10]=3)[N:5]=2)[CH3:17])=[CH:19][CH:20]=1. (3) The product is: [CH:9]12[NH:8][CH:13]([CH2:14][CH:15]([OH:17])[CH2:16]1)[CH2:12][O:11][CH2:10]2. Given the reactants C(OC([N:8]1[CH:13]2[CH2:14][C:15](=[O:17])[CH2:16][CH:9]1[CH2:10][O:11][CH2:12]2)=O)(C)(C)C.[BH4-].[Na+].FC(F)(F)C(O)=O, predict the reaction product. (4) Given the reactants Br[C:2]1[S:6][C:5]([C:7]([S:10]([NH2:13])(=[O:12])=[O:11])([CH3:9])[CH3:8])=[N:4][CH:3]=1.[N+:14]([C:17]1[CH:18]=[C:19]([NH:32][C:33]2[N:38]=[C:37]([C:39]([F:42])([F:41])[F:40])[CH:36]=[CH:35][N:34]=2)[CH:20]=[C:21](B2OC(C)(C)C(C)(C)O2)[CH:22]=1)([O-:16])=[O:15].C(Cl)Cl.C([O-])([O-])=O.[Na+].[Na+], predict the reaction product. The product is: [N+:14]([C:17]1[CH:22]=[C:21]([C:2]2[S:6][C:5]([C:7]([S:10]([NH2:13])(=[O:12])=[O:11])([CH3:9])[CH3:8])=[N:4][CH:3]=2)[CH:20]=[C:19]([NH:32][C:33]2[N:38]=[C:37]([C:39]([F:42])([F:41])[F:40])[CH:36]=[CH:35][N:34]=2)[CH:18]=1)([O-:16])=[O:15]. (5) Given the reactants [CH2:1]([N:4]([CH2:17][C:18]([F:21])([F:20])[F:19])[C:5]1[CH:12]=[CH:11][C:8]([C:9]#[N:10])=[C:7]([C:13]([F:16])([F:15])[F:14])[CH:6]=1)[CH:2]=[CH2:3].Br[C:23]1[CH:28]=[CH:27][CH:26]=[CH:25][CH:24]=1, predict the reaction product. The product is: [C:23]1([CH2:3][CH2:2][CH2:1][N:4]([CH2:17][C:18]([F:19])([F:20])[F:21])[C:5]2[CH:12]=[CH:11][C:8]([C:9]#[N:10])=[C:7]([C:13]([F:14])([F:15])[F:16])[CH:6]=2)[CH:28]=[CH:27][CH:26]=[CH:25][CH:24]=1.